This data is from Orexin1 receptor HTS with 218,158 compounds and 233 confirmed actives. The task is: Binary Classification. Given a drug SMILES string, predict its activity (active/inactive) in a high-throughput screening assay against a specified biological target. (1) The molecule is S(=O)(=O)(NCc1ccc(cc1)C(=O)NCc1occc1)c1cc(OC)ccc1. The result is 0 (inactive). (2) The drug is OC12CC3(CC(C1)CC(C3)C2)c1ccc(N)cc1. The result is 0 (inactive). (3) The compound is S(=O)(=O)(N1CCOCC1)c1cc2nc(SCCC)n(c2cc1)CC. The result is 0 (inactive). (4) The molecule is s1c2c(CC(OC2)(C)C)c2c1nc(nc2SCC(=O)Nc1sccn1)n1nc(cc1C)C. The result is 0 (inactive). (5) The drug is S(=O)(=O)(N1CCC(CC1)C(=O)NCCc1ccccc1)N1CCCCCC1. The result is 0 (inactive).